This data is from Reaction yield outcomes from USPTO patents with 853,638 reactions. The task is: Predict the reaction yield, written as a fraction of the theoretical maximum amount of product (1.0 means a 100% yield; for example, 0.34 means a 34% yield). (1) The reactants are [NH2:1][C:2]1[C:11]2[C:6](=[C:7](Br)[CH:8]=[CH:9][CH:10]=2)[N:5]=[N:4][C:3]=1[C:13]([NH:15][CH2:16][CH2:17][CH3:18])=[O:14].[CH3:19][O:20][C:21]1[C:26]([O:27][CH3:28])=[C:25]([O:29][CH3:30])[CH:24]=[CH:23][C:22]=1B(O)O. No catalyst specified. The product is [NH2:1][C:2]1[C:11]2[C:6](=[C:7]([C:22]3[CH:23]=[CH:24][C:25]([O:29][CH3:30])=[C:26]([O:27][CH3:28])[C:21]=3[O:20][CH3:19])[CH:8]=[CH:9][CH:10]=2)[N:5]=[N:4][C:3]=1[C:13]([NH:15][CH2:16][CH2:17][CH3:18])=[O:14]. The yield is 0.921. (2) The reactants are [C:1]([C:5]1[CH:9]=[C:8]([NH:10][C:11](=[O:19])OC2C=CC=CC=2)[N:7]([C:20]2[CH:25]=[CH:24][CH:23]=[CH:22][CH:21]=2)[N:6]=1)([CH3:4])([CH3:3])[CH3:2].[CH3:26][O:27][C:28]1[CH:29]=[C:30]2[C:35](=[CH:36][C:37]=1[O:38][CH3:39])[N:34]=[CH:33][N:32]=[C:31]2[O:40][C:41]1[C:42]([CH3:48])=[C:43]([CH:45]=[CH:46][CH:47]=1)[NH2:44]. No catalyst specified. The product is [C:1]([C:5]1[CH:9]=[C:8]([NH:10][C:11]([NH:44][C:43]2[CH:45]=[CH:46][CH:47]=[C:41]([O:40][C:31]3[C:30]4[C:35](=[CH:36][C:37]([O:38][CH3:39])=[C:28]([O:27][CH3:26])[CH:29]=4)[N:34]=[CH:33][N:32]=3)[C:42]=2[CH3:48])=[O:19])[N:7]([C:20]2[CH:21]=[CH:22][CH:23]=[CH:24][CH:25]=2)[N:6]=1)([CH3:2])([CH3:3])[CH3:4]. The yield is 0.640.